From a dataset of Reaction yield outcomes from USPTO patents with 853,638 reactions. Predict the reaction yield, written as a fraction of the theoretical maximum amount of product (1.0 means a 100% yield; for example, 0.34 means a 34% yield). (1) The reactants are [Br:1][C:2]1[C:3]([N:17]2[CH2:22][CH2:21][CH2:20][C@@H:19]([NH:23][C:24](=[O:30])[O:25][C:26]([CH3:29])([CH3:28])[CH3:27])[CH2:18]2)=[C:4]2[C:10]([NH:11][C:12](=[O:16])[CH:13]([CH3:15])[CH3:14])=[CH:9][NH:8][C:5]2=[N:6][CH:7]=1.[CH3:31][C:32]([O:35][C:36](O[C:36]([O:35][C:32]([CH3:34])([CH3:33])[CH3:31])=[O:37])=[O:37])([CH3:34])[CH3:33].C(N(CC)CC)C.O. The catalyst is C(Cl)Cl.CN(C1C=CN=CC=1)C. The product is [Br:1][C:2]1[C:3]([N:17]2[CH2:22][CH2:21][CH2:20][C@@H:19]([NH:23][C:24]([O:25][C:26]([CH3:28])([CH3:27])[CH3:29])=[O:30])[CH2:18]2)=[C:4]2[C:10]([NH:11][C:12](=[O:16])[CH:13]([CH3:15])[CH3:14])=[CH:9][N:8]([C:36]([O:35][C:32]([CH3:34])([CH3:33])[CH3:31])=[O:37])[C:5]2=[N:6][CH:7]=1. The yield is 0.910. (2) The reactants are [CH3:1][O:2][C:3]1[CH:4]=[C:5]2[C:10](=[CH:11][C:12]=1[O:13][CH3:14])[N:9]=[CH:8][CH:7]=[C:6]2[O:15][C:16]1[CH:21]=[CH:20][C:19]([CH3:22])=[CH:18][C:17]=1[CH:23]([OH:28])[CH2:24][CH2:25][CH2:26][CH3:27].C1CCN2C(=NCCC2)CC1.[Cl-].O. The catalyst is C(Cl)Cl. The product is [CH3:1][O:2][C:3]1[CH:4]=[C:5]2[C:10](=[CH:11][C:12]=1[O:13][CH3:14])[N:9]=[CH:8][CH:7]=[C:6]2[O:15][C:16]1[CH:21]=[CH:20][C:19]([CH3:22])=[CH:18][C:17]=1[C:23](=[O:28])[CH2:24][CH2:25][CH2:26][CH3:27]. The yield is 0.610. (3) The reactants are [Cl:1]N1C(=O)CCC1=O.[CH3:9][O:10][C:11](=[O:35])[C@H:12]([NH:24][C:25]([O:27][CH2:28][C:29]1[CH:34]=[CH:33][CH:32]=[CH:31][CH:30]=1)=[O:26])[CH2:13][C:14]1[CH:23]=[CH:22][C:17]2[NH:18][C:19](=[O:21])[O:20][C:16]=2[CH:15]=1. The catalyst is C(O)(=O)C. The product is [CH3:9][O:10][C:11](=[O:35])[C@H:12]([NH:24][C:25]([O:27][CH2:28][C:29]1[CH:30]=[CH:31][CH:32]=[CH:33][CH:34]=1)=[O:26])[CH2:13][C:14]1[C:23]([Cl:1])=[CH:22][C:17]2[NH:18][C:19](=[O:21])[O:20][C:16]=2[CH:15]=1. The yield is 0.320.